Dataset: Forward reaction prediction with 1.9M reactions from USPTO patents (1976-2016). Task: Predict the product of the given reaction. (1) Given the reactants [NH2:1][C@H:2]([C:7]([N:9]1[CH2:14][CH2:13][N:12]([C:15]([O:17][CH2:18][C:19]2[CH:24]=[CH:23][CH:22]=[CH:21][CH:20]=2)=[O:16])[CH2:11][CH2:10]1)=[O:8])[CH2:3][CH:4]([CH3:6])[CH3:5].C(Cl)CCl.[S:29]1[C:33]2[CH:34]=[CH:35][CH:36]=[CH:37][C:32]=2[CH:31]=[C:30]1[C:38](O)=[O:39].CN1CCOCC1, predict the reaction product. The product is: [S:29]1[C:33]2[CH:34]=[CH:35][CH:36]=[CH:37][C:32]=2[CH:31]=[C:30]1[C:38]([NH:1][C@H:2]([C:7]([N:9]1[CH2:10][CH2:11][N:12]([C:15]([O:17][CH2:18][C:19]2[CH:24]=[CH:23][CH:22]=[CH:21][CH:20]=2)=[O:16])[CH2:13][CH2:14]1)=[O:8])[CH2:3][CH:4]([CH3:6])[CH3:5])=[O:39]. (2) Given the reactants [CH3:1][N:2]1[C:6]2[CH:7]=[CH:8][C:9]([N:11]3[CH:16]=[C:15]([C:17]([O:19][CH2:20][CH3:21])=[O:18])[C:14](=[O:22])[NH:13][C:12]3=[O:23])=[CH:10][C:5]=2[O:4][C:3]1=[O:24].[F:25][C:26]([F:38])([F:37])[C:27]1[CH:35]=[CH:34][CH:33]=[C:32]2[C:28]=1[CH2:29][CH2:30][C@H:31]2O.C1(P(C2C=CC=CC=2)C2C=CC=CC=2)C=CC=CC=1.N(C(OC(C)C)=O)=NC(OC(C)C)=O.Cl, predict the reaction product. The product is: [CH3:1][N:2]1[C:6]2[CH:7]=[CH:8][C:9]([N:11]3[CH:16]=[C:15]([C:17]([O:19][CH2:20][CH3:21])=[O:18])[C:14](=[O:22])[N:13]([C@@H:31]4[C:32]5[C:28](=[C:27]([C:26]([F:25])([F:37])[F:38])[CH:35]=[CH:34][CH:33]=5)[CH2:29][CH2:30]4)[C:12]3=[O:23])=[CH:10][C:5]=2[O:4][C:3]1=[O:24]. (3) Given the reactants C(C1OC1)Cl.C(C(CCCCC)CO)CC.Cl[CH2:18][CH:19]([OH:32])[CH2:20][O:21][CH2:22][CH:23]([CH2:29][CH2:30][CH3:31])[CH2:24][CH2:25][CH2:26][CH2:27][CH3:28].CC(C)([O-])C.[K+], predict the reaction product. The product is: [CH2:20]([O:21][CH2:22][CH:23]([CH2:29][CH2:30][CH3:31])[CH2:24][CH2:25][CH2:26][CH2:27][CH3:28])[CH:19]1[O:32][CH2:18]1. (4) Given the reactants [NH2:1][C:2]1[CH:3]=[C:4]([NH:9][C:10]2[N:15]=[C:14]3[S:16][C:17]([NH:19][C:20]([CH:22]4[CH2:24][CH2:23]4)=[O:21])=[N:18][C:13]3=[CH:12][CH:11]=2)[CH:5]=[CH:6][C:7]=1[F:8].[Cl:25][C:26]1[CH:31]=[CH:30][C:29]([N:32]=[C:33]=[O:34])=[CH:28][C:27]=1[C:35]([F:38])([F:37])[F:36], predict the reaction product. The product is: [Cl:25][C:26]1[CH:31]=[CH:30][C:29]([NH:32][C:33]([NH:1][C:2]2[CH:3]=[C:4]([NH:9][C:10]3[N:15]=[C:14]4[S:16][C:17]([NH:19][C:20]([CH:22]5[CH2:23][CH2:24]5)=[O:21])=[N:18][C:13]4=[CH:12][CH:11]=3)[CH:5]=[CH:6][C:7]=2[F:8])=[O:34])=[CH:28][C:27]=1[C:35]([F:36])([F:37])[F:38]. (5) Given the reactants O[CH2:2][CH2:3][CH2:4][CH2:5][CH2:6][C:7]([O:9][CH3:10])=[O:8].[Li+].[OH-].[C:13]([O-:16])(O)=O.[Na+].C(Br)[C:19]1[CH:24]=[CH:23][CH:22]=[CH:21][CH:20]=1, predict the reaction product. The product is: [OH:16][CH2:13][CH2:2][CH2:3][CH2:4][CH2:5][CH2:6][C:7]([O:9][CH2:10][C:19]1[CH:24]=[CH:23][CH:22]=[CH:21][CH:20]=1)=[O:8]. (6) Given the reactants C(OC([N:8]1[C:12]2[CH:13]=[CH:14][C:15]([Cl:17])=[CH:16][C:11]=2[N:10]=[C:9]1[CH:18]([NH:24][C:25](=[O:40])[C:26]1[CH:31]=[CH:30][C:29]([C:32]([N:34]2[CH2:38][CH2:37][CH2:36][CH2:35]2)=[O:33])=[C:28]([CH3:39])[CH:27]=1)[CH2:19][CH2:20][C:21](O)=[O:22])=O)(C)(C)C.CN(C(ON1N=NC2C=CC=CC1=2)=[N+](C)C)C.[B-](F)(F)(F)F.[CH:63]([N:66](C(C)C)[CH2:67][CH3:68])(C)[CH3:64].C(NCC)C.FC(F)(F)C(O)=O.ClCl, predict the reaction product. The product is: [Cl:17][C:15]1[CH:14]=[CH:13][C:12]2[NH:8][C:9]([CH:18]([NH:24][C:25](=[O:40])[C:26]3[CH:31]=[CH:30][C:29]([C:32]([N:34]4[CH2:35][CH2:36][CH2:37][CH2:38]4)=[O:33])=[C:28]([CH3:39])[CH:27]=3)[CH2:19][CH2:20][C:21]([N:66]([CH2:67][CH3:68])[CH2:63][CH3:64])=[O:22])=[N:10][C:11]=2[CH:16]=1. (7) Given the reactants C[O:2][C:3]1[CH:4]=[C:5]([CH:8]=[C:9]([C:11]([F:14])([F:13])[F:12])[CH:10]=1)[C:6]#[N:7].B(Br)(Br)Br, predict the reaction product. The product is: [OH:2][C:3]1[CH:4]=[C:5]([CH:8]=[C:9]([C:11]([F:12])([F:13])[F:14])[CH:10]=1)[C:6]#[N:7]. (8) Given the reactants [C:1]1([CH3:11])[CH:6]=[CH:5][C:4]([S:7](Cl)(=[O:9])=[O:8])=[CH:3][CH:2]=1.[O:12]1[CH2:17][CH2:16][CH:15]([CH2:18][OH:19])[CH2:14][CH2:13]1.N1C=CC=CC=1, predict the reaction product. The product is: [O:12]1[CH2:17][CH2:16][CH:15]([CH2:18][O:19][S:7]([C:4]2[CH:5]=[CH:6][C:1]([CH3:11])=[CH:2][CH:3]=2)(=[O:9])=[O:8])[CH2:14][CH2:13]1. (9) Given the reactants [CH2:1]([O:8][C:9]1[C:14]([O:15][Si](C(C)(C)C)(C)C)=[CH:13][C:12]([C:23]2[CH:28]=[CH:27][CH:26]=[C:25]([N:29]3[C:33]([CH3:34])=[CH:32][CH:31]=[C:30]3[CH3:35])[N:24]=2)=[C:11]([O:36][CH3:37])[CH:10]=1)[C:2]1[CH:7]=[CH:6][CH:5]=[CH:4][CH:3]=1.[F-].[K+].Br.Cl, predict the reaction product. The product is: [CH2:1]([O:8][C:9]1[C:14]([OH:15])=[CH:13][C:12]([C:23]2[CH:28]=[CH:27][CH:26]=[C:25]([N:29]3[C:30]([CH3:35])=[CH:31][CH:32]=[C:33]3[CH3:34])[N:24]=2)=[C:11]([O:36][CH3:37])[CH:10]=1)[C:2]1[CH:7]=[CH:6][CH:5]=[CH:4][CH:3]=1.